From a dataset of Catalyst prediction with 721,799 reactions and 888 catalyst types from USPTO. Predict which catalyst facilitates the given reaction. Reactant: [CH:1]1([CH:7]([NH:18][C:19]2[CH:20]=[CH:21][C:22]([C:25]([NH:27][CH2:28][CH2:29][C:30]([O:32]CC)=[O:31])=[O:26])=[N:23][CH:24]=2)[C:8]2[S:9][C:10]3[CH:17]=[CH:16][CH:15]=[CH:14][C:11]=3[C:12]=2[CH3:13])[CH2:6][CH2:5][CH2:4][CH2:3][CH2:2]1.O1CCCC1.[OH-].[Na+]. Product: [CH:1]1([CH:7]([NH:18][C:19]2[CH:20]=[CH:21][C:22]([C:25]([NH:27][CH2:28][CH2:29][C:30]([OH:32])=[O:31])=[O:26])=[N:23][CH:24]=2)[C:8]2[S:9][C:10]3[CH:17]=[CH:16][CH:15]=[CH:14][C:11]=3[C:12]=2[CH3:13])[CH2:6][CH2:5][CH2:4][CH2:3][CH2:2]1. The catalyst class is: 8.